From a dataset of Reaction yield outcomes from USPTO patents with 853,638 reactions. Predict the reaction yield, written as a fraction of the theoretical maximum amount of product (1.0 means a 100% yield; for example, 0.34 means a 34% yield). (1) The reactants are [F:1][C:2]1[CH:7]=[CH:6][C:5]([CH2:8][C:9]2[CH:18]=[C:17]3[C:12]([C:13]([OH:34])=[C:14]([C:27]([NH:29][CH2:30][CH2:31][O:32][CH3:33])=[O:28])[C:15](=[O:26])[N:16]3[CH2:19][C:20]3[N:21]([CH3:25])[CH:22]=[CH:23][N:24]=3)=[N:11][CH:10]=2)=[CH:4][CH:3]=1.[OH-].[Na+:36]. No catalyst specified. The product is [F:1][C:2]1[CH:7]=[CH:6][C:5]([CH2:8][C:9]2[CH:18]=[C:17]3[C:12]([C:13]([O-:34])=[C:14]([C:27]([NH:29][CH2:30][CH2:31][O:32][CH3:33])=[O:28])[C:15](=[O:26])[N:16]3[CH2:19][C:20]3[N:21]([CH3:25])[CH:22]=[CH:23][N:24]=3)=[N:11][CH:10]=2)=[CH:4][CH:3]=1.[Na+:36]. The yield is 0.890. (2) The reactants are Br.[Br:2][C:3]1[CH:4]=[C:5]([CH2:10]Br)[C:6]([NH2:9])=[N:7][CH:8]=1.[CH2:12]([O:14][C:15](=[O:27])[CH2:16][NH:17][CH2:18][CH2:19][CH2:20][N:21]1[CH2:26][CH2:25][O:24][CH2:23][CH2:22]1)[CH3:13].C(N(CC)CC)C. The catalyst is CN(C=O)C.O. The product is [CH2:12]([O:14][C:15](=[O:27])[CH2:16][N:17]([CH2:10][C:5]1[C:6]([NH2:9])=[N:7][CH:8]=[C:3]([Br:2])[CH:4]=1)[CH2:18][CH2:19][CH2:20][N:21]1[CH2:22][CH2:23][O:24][CH2:25][CH2:26]1)[CH3:13]. The yield is 0.870. (3) The reactants are [CH3:1][NH:2][C:3]([C:5]1[C:9]2[CH:10]=[C:11](B3OC(C)(C)C(C)(C)O3)[C:12]([N:14]([CH3:19])[S:15]([CH3:18])(=[O:17])=[O:16])=[CH:13][C:8]=2[O:7][C:6]=1[C:29]1[C:33]([CH3:34])=[CH:32][O:31][N:30]=1)=[O:4].Cl[C:36]1[CH:45]=[CH:44][C:43]2[CH2:42][CH2:41][N:40]3[C:46]4[CH:47]=[CH:48][CH:49]=[C:50]([F:53])[C:51]=4[CH:52]=[C:39]3[C:38]=2[N:37]=1.CC(C1C=C(C(C)C)C(C2C=CC=CC=2P(C2CCCCC2)C2CCCCC2)=C(C(C)C)C=1)C. The catalyst is O1CCOCC1.O.C1C=CC(/C=C/C(/C=C/C2C=CC=CC=2)=O)=CC=1.C1C=CC(/C=C/C(/C=C/C2C=CC=CC=2)=O)=CC=1.C1C=CC(/C=C/C(/C=C/C2C=CC=CC=2)=O)=CC=1.[Pd].[Pd]. The product is [F:53][C:50]1[C:51]2[CH:52]=[C:39]3[C:38]4[N:37]=[C:36]([C:11]5[C:12]([N:14]([CH3:19])[S:15]([CH3:18])(=[O:16])=[O:17])=[CH:13][C:8]6[O:7][C:6]([C:29]7[C:33]([CH3:34])=[CH:32][O:31][N:30]=7)=[C:5]([C:3]([NH:2][CH3:1])=[O:4])[C:9]=6[CH:10]=5)[CH:45]=[CH:44][C:43]=4[CH2:42][CH2:41][N:40]3[C:46]=2[CH:47]=[CH:48][CH:49]=1. The yield is 0.480. (4) The reactants are [F:1][C:2]1[CH:7]=[C:6]([I:8])[CH:5]=[CH:4][C:3]=1[CH3:9].[Br:10]N1C(=O)CCC1=O.N(C(C)(C)C#N)=NC(C)(C)C#N. The catalyst is CC(C)=O. The product is [Br:10][CH2:9][C:3]1[CH:4]=[CH:5][C:6]([I:8])=[CH:7][C:2]=1[F:1].[F:1][C:2]1[CH:7]=[C:6]([I:8])[CH:5]=[CH:4][C:3]=1[CH3:9]. The yield is 0.730. (5) The reactants are [NH2:1][CH:2]([C:42]1[CH:43]=[C:44]([NH:48][CH2:49][CH2:50][CH2:51][C:52]([O:54]CC)=[O:53])[CH:45]=[CH:46][CH:47]=1)[CH2:3][N:4]1[C:9](=[O:10])[C:8]2[C:11]3([O:27][CH2:28][C:7]=2[N:6]([CH2:29][C:30]2[C:35]([C:36]([F:39])([F:38])[F:37])=[CH:34][CH:33]=[CH:32][C:31]=2[F:40])[C:5]1=[O:41])[CH2:16][CH2:15][N:14]([CH2:17][C:18]1[O:19][C:20]([C:23]([F:26])([F:25])[F:24])=[CH:21][CH:22]=1)[CH2:13][CH2:12]3.[OH-].[Na+].Cl. The catalyst is C(O)C. The product is [NH2:1][CH:2]([C:42]1[CH:43]=[C:44]([NH:48][CH2:49][CH2:50][CH2:51][C:52]([OH:54])=[O:53])[CH:45]=[CH:46][CH:47]=1)[CH2:3][N:4]1[C:9](=[O:10])[C:8]2[C:11]3([O:27][CH2:28][C:7]=2[N:6]([CH2:29][C:30]2[C:35]([C:36]([F:37])([F:38])[F:39])=[CH:34][CH:33]=[CH:32][C:31]=2[F:40])[C:5]1=[O:41])[CH2:12][CH2:13][N:14]([CH2:17][C:18]1[O:19][C:20]([C:23]([F:25])([F:24])[F:26])=[CH:21][CH:22]=1)[CH2:15][CH2:16]3. The yield is 0.520.